This data is from Peptide-MHC class II binding affinity with 134,281 pairs from IEDB. The task is: Regression. Given a peptide amino acid sequence and an MHC pseudo amino acid sequence, predict their binding affinity value. This is MHC class II binding data. (1) The peptide sequence is EKKYFAATQFKPLAA. The MHC is HLA-DPA10201-DPB10501 with pseudo-sequence HLA-DPA10201-DPB10501. The binding affinity (normalized) is 0.685. (2) The peptide sequence is AAAGAEAGKATTEEQ. The MHC is HLA-DPA10201-DPB11401 with pseudo-sequence HLA-DPA10201-DPB11401. The binding affinity (normalized) is 0.142. (3) The binding affinity (normalized) is 0.757. The MHC is DRB1_0401 with pseudo-sequence DRB1_0401. The peptide sequence is AFILDRDNLFPKV. (4) The peptide sequence is LDLAVNAAVDAGIHF. The MHC is DRB1_0405 with pseudo-sequence DRB1_0405. The binding affinity (normalized) is 0.333.